Dataset: Catalyst prediction with 721,799 reactions and 888 catalyst types from USPTO. Task: Predict which catalyst facilitates the given reaction. Reactant: [Cl:1][C:2]1[CH:7]=[C:6]([N+:8]([O-])=O)[CH:5]=[C:4]([Cl:11])[C:3]=1[N:12]1[CH:16]=[CH:15][CH:14]=[N:13]1.[Cl-].[NH4+].CO. Product: [Cl:11][C:4]1[CH:5]=[C:6]([NH2:8])[CH:7]=[C:2]([Cl:1])[C:3]=1[N:12]1[CH:16]=[CH:15][CH:14]=[N:13]1. The catalyst class is: 150.